The task is: Binary Classification. Given a miRNA mature sequence and a target amino acid sequence, predict their likelihood of interaction.. This data is from Experimentally validated miRNA-target interactions with 360,000+ pairs, plus equal number of negative samples. (1) The miRNA is hsa-miR-5589-5p with sequence GGCUGGGUGCUCUUGUGCAGU. The protein sequence of the target gene is MAAVSGLVRRPLREVSGLLKRRFHWTAPAALQVTVRDAINQGMDEELERDEKVFLLGEEVAQYDGAYKVSRGLWKKYGDKRIIDTPISEMGFAGIAVGAAMAGLRPICEFMTFNFSMQAIDQVINSAAKTYYMSGGLQPVPIVFRGPNGASAGVAAQHSQCFAAWYGHCPGLKVVSPWNSEDAKGLIKSAIRDNNPVVVLENELMYGVPFEFPPEAQSKDFLIPIGKAKIERQGTHITVVSHSRPVGHCLEAAAVLSKEGVECEVINMRTIRPMDMETIEASVMKTNHLVTVEGGWPQFG.... Result: 1 (interaction). (2) The miRNA is rno-miR-200c-3p with sequence UAAUACUGCCGGGUAAUGAUG. The protein sequence of the target gene is MVFCLSSEEPRRPLRSDMVHFQASEVQQLLHNKFVVILGDSIQRAVYKDLVLLLQKDSLLTAAQLKAKGELSFEQDQLVAGGQLGELHNGTQYREVRQFCSGSGHHLVRFYFLTRVYSEYLEDVLEELTYGPAPDLVIINSCLWDLSRYGRCSMESYRENLERVFVRMDQVLPDSCLLVWNMAMPLGERITGGFLLPELQPLAGSLRRDVVEGNFYSATLAGDHCFDVLDLHFHFRHAVQHRHRDGVHWDQHAHRHLSHLLLTHVADAWGVELPKRGYPPDPWIEDWAEMNHPFQGSHRQ.... Result: 0 (no interaction).